Dataset: Catalyst prediction with 721,799 reactions and 888 catalyst types from USPTO. Task: Predict which catalyst facilitates the given reaction. (1) Reactant: [N+:1]([C:4]1[CH:10]=[CH:9][CH:8]=[CH:7][C:5]=1[NH2:6])([O-:3])=[O:2].CO[CH:13]1[CH2:17][CH2:16][CH:15](OC)O1. Product: [N+:1]([C:4]1[CH:10]=[CH:9][CH:8]=[CH:7][C:5]=1[N:6]1[CH:13]=[CH:17][CH:16]=[CH:15]1)([O-:3])=[O:2]. The catalyst class is: 15. (2) Reactant: [NH2:1][C:2]1[C:11]2[C:6](=[CH:7][C:8]([CH2:12][NH:13][C:14]([C:16]3[CH:21]=[CH:20][N:19]=[C:18]([CH2:22][C:23]4[CH:24]=[C:25]5[C:30](=[CH:31][CH:32]=4)[N:29]=[C:28]([CH2:33][NH:34]C(=O)OC(C)(C)C)[CH:27]=[CH:26]5)[CH:17]=3)=[O:15])=[CH:9][CH:10]=2)[CH:5]=[CH:4][N:3]=1.Cl.CCOC(C)=O. Product: [NH2:1][C:2]1[C:11]2[C:6](=[CH:7][C:8]([CH2:12][NH:13][C:14](=[O:15])[C:16]3[CH:21]=[CH:20][N:19]=[C:18]([CH2:22][C:23]4[CH:24]=[C:25]5[C:30](=[CH:31][CH:32]=4)[N:29]=[C:28]([CH2:33][NH2:34])[CH:27]=[CH:26]5)[CH:17]=3)=[CH:9][CH:10]=2)[CH:5]=[CH:4][N:3]=1. The catalyst class is: 25. (3) Reactant: [CH3:1][C:2]1[CH:7]=[CH:6][N:5]=[C:4]([N:8]2[CH2:13][CH2:12][CH:11]([CH2:14][OH:15])[CH2:10][CH2:9]2)[CH:3]=1.C(N(CC)CC)C.[CH3:23][S:24](Cl)(=[O:26])=[O:25]. Product: [CH3:23][S:24]([O:15][CH2:14][CH:11]1[CH2:12][CH2:13][N:8]([C:4]2[CH:3]=[C:2]([CH3:1])[CH:7]=[CH:6][N:5]=2)[CH2:9][CH2:10]1)(=[O:26])=[O:25]. The catalyst class is: 2. (4) Reactant: [NH2:1][C:2]1[C:7]([Cl:8])=[CH:6][C:5]([Br:9])=[CH:4][C:3]=1[C:10](=O)[CH2:11][CH3:12].[N:14]([O-])=O.[Na+].Cl[Sn]Cl. Product: [Br:9][C:5]1[CH:4]=[C:3]2[C:2](=[C:7]([Cl:8])[CH:6]=1)[NH:1][N:14]=[C:10]2[CH2:11][CH3:12]. The catalyst class is: 561. (5) Reactant: Cl.Cl.[NH:3]([C:5]1[C:14]2[C:9](=[CH:10][CH:11]=[CH:12][CH:13]=2)[N:8]=[C:7]([CH3:15])[N:6]=1)[NH2:4].C(N(CC)CC)C.[CH3:23][C:24]([C:26]1[CH:31]=[CH:30][C:29]([O:32][CH3:33])=[CH:28][CH:27]=1)=O. Product: [CH3:33][O:32][C:29]1[CH:30]=[CH:31][C:26]([C:24](=[N:4][NH:3][C:5]2[C:14]3[C:9](=[CH:10][CH:11]=[CH:12][CH:13]=3)[N:8]=[C:7]([CH3:15])[N:6]=2)[CH3:23])=[CH:27][CH:28]=1. The catalyst class is: 8. (6) Reactant: [NH2:1][C:2]([C:4]1[CH:5]=[N:6][C:7]2[C:12]([C:13]=1[NH:14][C:15]1[CH:16]=[C:17]([C:25]([O:27][CH3:28])=[O:26])[CH:18]=[C:19]([C:21]([O:23][CH3:24])=[O:22])[CH:20]=1)=[CH:11][CH:10]=[C:9](Br)[CH:8]=2)=[O:3].[CH3:30][C:31]1[C:35](B(O)O)=[C:34]([CH3:39])[NH:33][N:32]=1.C(=O)([O-])[O-].[K+].[K+]. Product: [NH2:1][C:2]([C:4]1[CH:5]=[N:6][C:7]2[C:12]([C:13]=1[NH:14][C:15]1[CH:16]=[C:17]([C:25]([O:27][CH3:28])=[O:26])[CH:18]=[C:19]([C:21]([O:23][CH3:24])=[O:22])[CH:20]=1)=[CH:11][CH:10]=[C:9]([C:35]1[C:31]([CH3:30])=[N:32][NH:33][C:34]=1[CH3:39])[CH:8]=2)=[O:3]. The catalyst class is: 70.